Dataset: Full USPTO retrosynthesis dataset with 1.9M reactions from patents (1976-2016). Task: Predict the reactants needed to synthesize the given product. (1) Given the product [O:2]1[C:6]2[CH:7]=[CH:8][CH:9]=[C:10]([CH:11]3[CH2:16][CH2:15][N:14]([CH2:17][CH2:18][C@H:19]4[CH2:20][CH2:21][C@H:22]([NH:25][C:34](=[O:35])[CH2:33][C@@H:30]5[CH2:31][CH2:32][C@@H:28]([O:27][CH3:26])[CH2:29]5)[CH2:23][CH2:24]4)[CH2:13][CH2:12]3)[C:5]=2[O:4][CH2:3]1, predict the reactants needed to synthesize it. The reactants are: Cl.[O:2]1[C:6]2[CH:7]=[CH:8][CH:9]=[C:10]([CH:11]3[CH2:16][CH2:15][N:14]([CH2:17][CH2:18][C@H:19]4[CH2:24][CH2:23][C@H:22]([NH2:25])[CH2:21][CH2:20]4)[CH2:13][CH2:12]3)[C:5]=2[O:4][CH2:3]1.[CH3:26][O:27][C@@H:28]1[CH2:32][CH2:31][C@@H:30]([CH2:33][C:34](OC)=[O:35])[CH2:29]1. (2) Given the product [CH2:47]([N:39]1[C:40]2[C:45](=[CH:44][C:43]([Cl:46])=[CH:42][CH:41]=2)[C:37]([CH2:13][C:14]2[CH:15]=[C:16]([O:24][CH3:25])[CH:17]=[C:18]([O:20][CH3:21])[CH:19]=2)([OH:36])[C:38]1=[O:51])[CH2:48][CH2:49][CH3:50], predict the reactants needed to synthesize it. The reactants are: C(N1C2C(=CC(C)=CC=2)C(O)([CH2:13][C:14]2[CH:19]=[C:18]([O:20][CH3:21])[C:17](OC)=[C:16]([O:24][CH3:25])[CH:15]=2)C1=O)C.C([O:36][CH:37]1[C:45]2[C:40](=[CH:41][CH:42]=[C:43]([Cl:46])[CH:44]=2)[N:39]([CH2:47][CH2:48][CH2:49][CH3:50])[C:38]1=[O:51])(=O)C1C=CC=CC=1.COC1C=C(C=C(OC)C=1)CBr. (3) Given the product [Br:1][C:2]1[CH:3]=[C:4]([NH:5][CH2:14][C:13]2[CH:16]=[CH:17][C:10]([Cl:9])=[C:11]([F:18])[CH:12]=2)[CH:6]=[CH:7][CH:8]=1, predict the reactants needed to synthesize it. The reactants are: [Br:1][C:2]1[CH:3]=[C:4]([CH:6]=[CH:7][CH:8]=1)[NH2:5].[Cl:9][C:10]1[CH:17]=[CH:16][C:13]([CH:14]=O)=[CH:12][C:11]=1[F:18].C(O[BH-](OC(=O)C)OC(=O)C)(=O)C.[Na+]. (4) Given the product [Br:1][C:2]1[CH:3]=[C:4]2[C:8](=[C:9]([C:11]([NH:17][CH2:18][C:19]3[C:20](=[O:27])[NH:21][C:22]([CH3:26])=[CH:23][C:24]=3[CH3:25])=[O:13])[CH:10]=1)[NH:7][CH:6]=[C:5]2[CH:14]([CH3:16])[CH3:15], predict the reactants needed to synthesize it. The reactants are: [Br:1][C:2]1[CH:3]=[C:4]2[C:8](=[C:9]([C:11]([OH:13])=O)[CH:10]=1)[NH:7][CH:6]=[C:5]2[CH:14]([CH3:16])[CH3:15].[NH2:17][CH2:18][C:19]1[C:20](=[O:27])[NH:21][C:22]([CH3:26])=[CH:23][C:24]=1[CH3:25].C1C=NC2N(O)N=NC=2C=1.CN1CCOCC1.C(Cl)CCl. (5) Given the product [CH3:30][C:10]1([CH3:31])[CH2:9][C:8]2[C:13](=[CH:14][CH:15]=[C:6]([C:4]([OH:5])=[O:3])[CH:7]=2)[NH:12][CH:11]1[C:16]1[CH:21]=[CH:20][CH:19]=[C:18]([NH:22][C:23]([CH3:29])([C:25](=[O:28])[NH:26][CH3:27])[CH3:24])[CH:17]=1, predict the reactants needed to synthesize it. The reactants are: C([O:3][C:4]([C:6]1[CH:7]=[C:8]2[C:13](=[CH:14][CH:15]=1)[NH:12][CH:11]([C:16]1[CH:21]=[CH:20][CH:19]=[C:18]([NH:22][C:23]([CH3:29])([C:25](=[O:28])[NH:26][CH3:27])[CH3:24])[CH:17]=1)[C:10]([CH3:31])([CH3:30])[CH2:9]2)=[O:5])C.Cl. (6) Given the product [NH2:1][CH2:2][CH2:3][CH2:4][CH2:5][CH2:6][CH2:7][O:8][C:9]1[CH:10]=[CH:11][C:12]([CH2:13][NH:14][C:15]2[N:20]=[C:19]([O:21][CH2:22][C:23]([F:26])([F:25])[F:24])[N:18]=[C:17]([NH:27][C:28]3[CH:29]=[CH:30][C:31]([C:32]([NH:34][CH:35]([CH:40]4[CH2:45][CH2:44][CH2:43][NH:42][CH2:41]4)[C:36]([OH:38])=[O:37])=[O:33])=[CH:46][CH:47]=3)[N:16]=2)=[CH:48][CH:49]=1, predict the reactants needed to synthesize it. The reactants are: [NH2:1][CH2:2][CH2:3][CH2:4][CH2:5][CH2:6][CH2:7][O:8][C:9]1[CH:49]=[CH:48][C:12]([CH2:13][NH:14][C:15]2[N:20]=[C:19]([O:21][CH2:22][C:23]([F:26])([F:25])[F:24])[N:18]=[C:17]([NH:27][C:28]3[CH:47]=[CH:46][C:31]([C:32]([NH:34][CH:35]([CH:40]4[CH2:45][CH2:44][CH2:43][NH:42][CH2:41]4)[C:36]([O:38]C)=[O:37])=[O:33])=[CH:30][CH:29]=3)[N:16]=2)=[CH:11][CH:10]=1.C([O-])([O-])=O.[K+].[K+].O.Cl. (7) The reactants are: Br[C:2]1[CH:7]=[CH:6][CH:5]=[CH:4][C:3]=1[CH2:8][C:9]#[N:10].[Cl:11][C:12]1[CH:17]=[CH:16][CH:15]=[CH:14][C:13]=1B(O)O.C([O-])([O-])=O.[Na+].[Na+].C1(P(C2C=CC=CC=2)C2C=CC=CC=2)C=CC=CC=1. Given the product [Cl:11][C:12]1[CH:17]=[CH:16][CH:15]=[CH:14][C:13]=1[C:2]1[CH:7]=[CH:6][CH:5]=[CH:4][C:3]=1[CH2:8][C:9]#[N:10], predict the reactants needed to synthesize it. (8) The reactants are: [CH2:1]([C@@H:8]1[NH:12][C:11]2([CH2:17][CH2:16][N:15]([C:18](=[O:24])[CH:19]([CH2:22][CH3:23])[CH2:20][CH3:21])[CH2:14][CH2:13]2)[NH:10][C:9]1=[O:25])[C:2]1[CH:7]=[CH:6][CH:5]=[CH:4][CH:3]=1.[H-].[Na+].[CH2:28](Cl)[C:29]1[CH:34]=[CH:33][CH:32]=[CH:31][CH:30]=1.Cl. Given the product [CH2:28]([N:10]1[C:11]2([CH2:17][CH2:16][N:15]([C:18](=[O:24])[CH:19]([CH2:20][CH3:21])[CH2:22][CH3:23])[CH2:14][CH2:13]2)[NH:12][C@@H:8]([CH2:1][C:2]2[CH:7]=[CH:6][CH:5]=[CH:4][CH:3]=2)[C:9]1=[O:25])[C:29]1[CH:34]=[CH:33][CH:32]=[CH:31][CH:30]=1, predict the reactants needed to synthesize it. (9) Given the product [F:74][C:72]1[CH:71]=[CH:70][C:69]([C:75]([F:77])([F:76])[F:78])=[C:68]([CH:73]=1)[C:67]([N:64]1[CH2:65][CH2:66][N:61]([C:59](=[O:60])[CH2:58][NH:57][C:43]([C:40]2[CH:39]=[C:38]([C:35]3[CH:34]=[CH:33][C:32]([F:31])=[CH:37][CH:36]=3)[O:42][N:41]=2)=[O:45])[CH2:62][CH2:63]1)=[O:79], predict the reactants needed to synthesize it. The reactants are: CCN(C(C)C)C(C)C.C1C=CC2N(O)N=NC=2C=1.CCN=C=NCCCN(C)C.[F:31][C:32]1[CH:37]=[CH:36][C:35]([C:38]2[O:42][N:41]=[C:40]([C:43]([OH:45])=O)[CH:39]=2)=[CH:34][CH:33]=1.FC1C=CC(C(=O)C)=CC=1.Cl.[NH2:57][CH2:58][C:59]([N:61]1[CH2:66][CH2:65][N:64]([C:67](=[O:79])[C:68]2[CH:73]=[C:72]([F:74])[CH:71]=[CH:70][C:69]=2[C:75]([F:78])([F:77])[F:76])[CH2:63][CH2:62]1)=[O:60].FC1C=CC(C(F)(F)F)=C(C=1)C(O)=O.